Dataset: Forward reaction prediction with 1.9M reactions from USPTO patents (1976-2016). Task: Predict the product of the given reaction. (1) Given the reactants [NH:1]1[CH:5]=[CH:4][CH:3]=[C:2]1[CH:6]=O.[C:8]12([NH2:18])[CH2:17][CH:12]3[CH2:13][CH:14]([CH2:16][CH:10]([CH2:11]3)[CH2:9]1)[CH2:15]2, predict the reaction product. The product is: [C:8]12([NH:18][CH2:6][C:2]3[NH:1][CH:5]=[CH:4][CH:3]=3)[CH2:15][CH:14]3[CH2:13][CH:12]([CH2:11][CH:10]([CH2:16]3)[CH2:9]1)[CH2:17]2. (2) Given the reactants [CH2:1]([C:3]1[S:7][C:6]([C:8]([OH:10])=O)=[CH:5][C:4]=1[C:11]1[N:15]([CH3:16])[N:14]=[CH:13][C:12]=1[CH2:17][CH3:18])[CH3:2].[NH2:19][C@@H:20]([CH2:33][C:34]1[CH:39]=[CH:38][CH:37]=[CH:36][C:35]=1[C:40]([F:43])([F:42])[F:41])[CH2:21][N:22]1[C:30](=[O:31])[C:29]2[C:24](=[CH:25][CH:26]=[CH:27][CH:28]=2)[C:23]1=[O:32].C(N(CC)C(C)C)(C)C.F[P-](F)(F)(F)(F)F.Br[P+](N1CCCC1)(N1CCCC1)N1CCCC1, predict the reaction product. The product is: [O:31]=[C:30]1[C:29]2[C:24](=[CH:25][CH:26]=[CH:27][CH:28]=2)[C:23](=[O:32])[N:22]1[CH2:21][C@@H:20]([NH:19][C:8]([C:6]1[S:7][C:3]([CH2:1][CH3:2])=[C:4]([C:11]2[N:15]([CH3:16])[N:14]=[CH:13][C:12]=2[CH2:17][CH3:18])[CH:5]=1)=[O:10])[CH2:33][C:34]1[CH:39]=[CH:38][CH:37]=[CH:36][C:35]=1[C:40]([F:42])([F:41])[F:43]. (3) Given the reactants [NH2:1][C:2]1[CH:3]=[C:4]([CH:7]=[C:8]([CH2:11][CH2:12][CH2:13][N:14]2[CH2:19][CH2:18][N:17]([CH3:20])[CH2:16][CH2:15]2)[C:9]=1[Cl:10])[C:5]#[N:6].C(O)(C(F)(F)F)=O.NC1C=CC=CC=1.Cl[C:36]1[N:41]=[C:40]([N:42]([CH:52]2[CH2:54][CH2:53]2)CC2C=CC(OC)=CC=2)[C:39]2=[N:55][CH:56]=[C:57]([C:58]#[N:59])[N:38]2[N:37]=1.CC1(C)C2C(=C(P(C3C=CC=CC=3)C3C=CC=CC=3)C=CC=2)OC2C(P(C3C=CC=CC=3)C3C=CC=CC=3)=CC=CC1=2.C(=O)([O-])[O-].[Cs+].[Cs+], predict the reaction product. The product is: [Cl:10][C:9]1[C:8]([CH2:11][CH2:12][CH2:13][N:14]2[CH2:19][CH2:18][N:17]([CH3:20])[CH2:16][CH2:15]2)=[CH:7][C:4]([C:5]#[N:6])=[CH:3][C:2]=1[NH:1][C:36]1[N:41]=[C:40]([NH:42][CH:52]2[CH2:53][CH2:54]2)[C:39]2=[N:55][CH:56]=[C:57]([C:58]#[N:59])[N:38]2[N:37]=1.